This data is from Forward reaction prediction with 1.9M reactions from USPTO patents (1976-2016). The task is: Predict the product of the given reaction. (1) Given the reactants [S:1]([N:11]1[CH2:16][CH2:15][N:14]2[CH:17]=[CH:18][CH:19]=[C:13]2[CH:12]1[CH2:20][C:21]([OH:23])=O)([C:4]1[CH:10]=[CH:9][C:7]([CH3:8])=[CH:6][CH:5]=1)(=[O:3])=[O:2].CCN(C(C)C)C(C)C.CN(C(ON1N=NC2C=CC=NC1=2)=[N+](C)C)C.F[P-](F)(F)(F)(F)F.[F:57][C:58]([F:74])([F:73])[CH2:59][NH:60][CH2:61][C:62]1[CH:63]=[C:64]2[C:69](=[CH:70][CH:71]=1)[C@H:68]([NH2:72])[CH2:67][CH2:66][CH2:65]2, predict the reaction product. The product is: [S:1]([N:11]1[CH2:16][CH2:15][N:14]2[CH:17]=[CH:18][CH:19]=[C:13]2[CH:12]1[CH2:20][C:21]([NH:72][C@H:68]1[C:69]2[C:64](=[CH:63][C:62]([CH2:61][NH:60][CH2:59][C:58]([F:57])([F:73])[F:74])=[CH:71][CH:70]=2)[CH2:65][CH2:66][CH2:67]1)=[O:23])([C:4]1[CH:10]=[CH:9][C:7]([CH3:8])=[CH:6][CH:5]=1)(=[O:2])=[O:3]. (2) The product is: [CH3:11][O:12][C:13]1[CH:18]=[CH:17][CH:16]=[CH:15][C:14]=1[O:19][C:2]1[CH:3]=[C:4]([N+:8]([O-:10])=[O:9])[CH:5]=[CH:6][CH:7]=1. Given the reactants F[C:2]1[CH:3]=[C:4]([N+:8]([O-:10])=[O:9])[CH:5]=[CH:6][CH:7]=1.[CH3:11][O:12][C:13]1[CH:18]=[CH:17][CH:16]=[CH:15][C:14]=1[OH:19].C(=O)([O-])[O-].[K+].[K+], predict the reaction product. (3) Given the reactants [Cl:1][C:2]1[C:7](C(O)=O)=[C:6]([F:11])[C:5]([CH2:12][NH:13][C:14](=[O:19])[C:15]([CH3:18])([CH3:17])[CH3:16])=[CH:4][CH:3]=1.[N-:20]=[N+]=[N-].[Na+], predict the reaction product. The product is: [NH2:20][C:7]1[C:6]([F:11])=[C:5]([CH:4]=[CH:3][C:2]=1[Cl:1])[CH2:12][NH:13][C:14](=[O:19])[C:15]([CH3:18])([CH3:17])[CH3:16]. (4) Given the reactants [Br:1][C:2]1[CH:3]=[CH:4][C:5]([N:8]2[CH2:13][CH2:12][NH:11][CH2:10][CH2:9]2)=[N:6][CH:7]=1.C1([O:20][C:21]([O:23][CH2:24][C:25]([O:27][CH2:28][CH3:29])=[O:26])=O)C=CC=CC=1, predict the reaction product. The product is: [Br:1][C:2]1[CH:3]=[CH:4][C:5]([N:8]2[CH2:9][CH2:10][N:11]([C:21]([O:23][CH2:24][C:25]([O:27][CH2:28][CH3:29])=[O:26])=[O:20])[CH2:12][CH2:13]2)=[N:6][CH:7]=1. (5) The product is: [C:42]([C:2]1[C:23]([S:24]([NH:27][C:28]2[S:29][CH:30]=[CH:31][N:32]=2)(=[O:26])=[O:25])=[CH:22][C:5]2[O:6][CH2:7][CH2:8][N:9]([C:10]3[CH:15]=[CH:14][C:13]([C:16]([F:18])([F:17])[F:19])=[CH:12][C:11]=3[O:20][CH3:21])[C:4]=2[CH:3]=1)#[N:43]. Given the reactants Br[C:2]1[C:23]([S:24]([N:27](CC2C=CC(OC)=CC=2)[C:28]2[S:29][CH:30]=[CH:31][N:32]=2)(=[O:26])=[O:25])=[CH:22][C:5]2[O:6][CH2:7][CH2:8][N:9]([C:10]3[CH:15]=[CH:14][C:13]([C:16]([F:19])([F:18])[F:17])=[CH:12][C:11]=3[O:20][CH3:21])[C:4]=2[CH:3]=1.[C:42]([Zn]C#N)#[N:43], predict the reaction product. (6) The product is: [CH3:1][O:2][C:3]1[C:31]([O:32][CH3:33])=[CH:30][C:6]2[N:7]([C:10]3[S:14][C:13]([C:15]#[N:17])=[C:12]([O:18][CH2:19][C:20]4[CH:25]=[CH:24][CH:23]=[CH:22][C:21]=4[S:26]([CH3:29])(=[O:27])=[O:28])[CH:11]=3)[CH:8]=[N:9][C:5]=2[CH:4]=1. Given the reactants [CH3:1][O:2][C:3]1[C:31]([O:32][CH3:33])=[CH:30][C:6]2[N:7]([C:10]3[S:14][C:13]([C:15]([NH2:17])=O)=[C:12]([O:18][CH2:19][C:20]4[CH:25]=[CH:24][CH:23]=[CH:22][C:21]=4[S:26]([CH3:29])(=[O:28])=[O:27])[CH:11]=3)[CH:8]=[N:9][C:5]=2[CH:4]=1, predict the reaction product. (7) Given the reactants [OH:1][CH2:2][C:3]1[O:9][C:6]([CH:7]=[O:8])=[CH:5][CH:4]=1.O=O, predict the reaction product. The product is: [CH:7]([C:6]1[O:9][C:3]([CH:2]=[O:1])=[CH:4][CH:5]=1)=[O:8]. (8) Given the reactants [Si]([O:8][CH2:9][CH2:10][N:11]1[CH2:16][CH2:15][N:14]([C:17]2[CH:18]=[CH:19][C:20]([NH:23][C:24]3[N:25]=[CH:26][C:27]4[C:32]5[CH:33]=[CH:34][N:35]=[CH:36][C:31]=5[N:30]([CH:37]5[CH2:41][CH2:40][CH2:39][CH2:38]5)[C:28]=4[N:29]=3)=[N:21][CH:22]=2)[CH2:13][CH2:12]1)(C(C)(C)C)(C)C.[F-].C([N+](CCCC)(CCCC)CCCC)CCC.C(OCC)C, predict the reaction product. The product is: [CH:37]1([N:30]2[C:28]3[N:29]=[C:24]([NH:23][C:20]4[N:21]=[CH:22][C:17]([N:14]5[CH2:15][CH2:16][N:11]([CH2:10][CH2:9][OH:8])[CH2:12][CH2:13]5)=[CH:18][CH:19]=4)[N:25]=[CH:26][C:27]=3[C:32]3[CH:33]=[CH:34][N:35]=[CH:36][C:31]2=3)[CH2:38][CH2:39][CH2:40][CH2:41]1.